From a dataset of Forward reaction prediction with 1.9M reactions from USPTO patents (1976-2016). Predict the product of the given reaction. The product is: [CH3:35][N:34]1[C:30]([C:27]2[CH:28]=[CH:29][C:24]([NH:23][C:17]3[N:18]=[CH:19][C:20]4[C:15]([CH:16]=3)=[CH:14][C:13]([C:11]3[CH:10]=[N:9][N:8]([CH2:7][CH:5]([OH:6])[CH2:4][OH:3])[CH:12]=3)=[CH:22][CH:21]=4)=[C:25]([O:37][CH3:38])[CH:26]=2)=[CH:31][N:32]=[C:33]1[CH3:36]. Given the reactants CC1(C)[O:6][CH:5]([CH2:7][N:8]2[CH:12]=[C:11]([C:13]3[CH:14]=[C:15]4[C:20](=[CH:21][CH:22]=3)[CH:19]=[N:18][C:17]([NH:23][C:24]3[CH:29]=[CH:28][C:27]([C:30]5[N:34]([CH3:35])[C:33]([CH3:36])=[N:32][CH:31]=5)=[CH:26][C:25]=3[O:37][CH3:38])=[CH:16]4)[CH:10]=[N:9]2)[CH2:4][O:3]1.C(O)(C(F)(F)F)=O, predict the reaction product.